Binary Classification. Given a miRNA mature sequence and a target amino acid sequence, predict their likelihood of interaction. From a dataset of Experimentally validated miRNA-target interactions with 360,000+ pairs, plus equal number of negative samples. (1) The miRNA is mmu-miR-21a-3p with sequence CAACAGCAGUCGAUGGGCUGUC. The protein sequence of the target gene is MAAQVTLEDALSNVDLLEELPLPDQQPCIEPPPSSLLYQPNFNTNFEDRNAFVTGIARYIEQATVHSSMNEMLEEGQEYAVMLYTWRSCSRAIPQVKCNEQPNRVEIYEKTVEVLEPEVTKLMNFMYFQRNAIERFCGEVRRLCHAERRKDFVSEAYLITLGKFINMFAVLDELKNMKCSVKNDHSAYKRAAQFLRKMADPQSIQESQNLSMFLANHNKITQSLQQQLEVISGYEELLADIVNLCVDYYENRMYLTPSEKHMLLKVMGFGLYLMDGSVSNIYKLDAKKRINLSKIDKYFK.... Result: 0 (no interaction). (2) The miRNA is hsa-miR-218-5p with sequence UUGUGCUUGAUCUAACCAUGU. The protein sequence of the target gene is MQPDMSLDNIKMASSDLLEKTDLDSGGFGKVSLCYHRSHGFVILKKVYTGPNRAEYNEVLLEEGKMMHRLRHSRVVKLLGIIIEEGNYSLVMEYMEKGNLMHVLKTQIDVPLSLKGRIIVEAIEGMCYLHDKGVIHKDLKPENILVDRDFHIKIADLGVASFKTWSKLTKEKDNKQKEVSSTTKKNNGGTLYYMAPEHLNDINAKPTEKSDVYSFGIVLWAIFAKKEPYENVICTEQFVICIKSGNRPNVEEILEYCPREIISLMERCWQAIPEDRPTFLGIEEEFRPFYLSHFEEYVEE.... Result: 0 (no interaction). (3) The miRNA is hsa-miR-3934-5p with sequence UCAGGUGUGGAAACUGAGGCAG. The protein sequence of the target gene is MEQPGQDPTSDDVMDSFLEKFQSQPYRGGFHEDQWEKEFEKVPLFMSRAPSEIDPRENPDLACLQSIIFDEERSPEEQAKTYKDEGNDYFKEKDYKKAVISYTEGLKKKCADPDLNAVLYTNRAAAQYYLGNFRSALNDVTAARKLKPCHLKAIIRGALCHLELKHFAEAVNWCDEGLQIDAKEKKLLEMRAKADKLKRIEQRDVRKANLKEKKERNQNEALLQAIKARNIRLSEAACEDEDSASEGLGELFLDGLSTENPHGARLSLDGQGRLSWPVLFLYPEYAQSDFISAFHEDSRF.... Result: 1 (interaction). (4) The miRNA is hsa-miR-1288-5p with sequence GCAGAUCAGGACUGUAACUCACC. The protein sequence of the target gene is MGNCLKSPTSDDISLLHESQSDRASFGEGTEPDQEPPPPYQEQVPVPIYHPTPSQTRLATQLTEEEQIRIAQRIGLIQHLPKGVYDPGRDGSEKKIRECVICMMDFVYGDPIRFLPCMHIYHLDCIDDWLMRSFTCPSCMEPVDAALLSSYETN. Result: 0 (no interaction). (5) The miRNA is hsa-miR-9-3p with sequence AUAAAGCUAGAUAACCGAAAGU. The protein sequence of the target gene is MEDLVQDGVASPATPGTGKSKLETLPKEDLIKFAKKQMMLIQKAKSRCTELEKEIEELRSKPVTEGTGDIIKALTERLDALLLEKAETEQQCLSLKKENIKMKQEVEDSVTKMGDAHKELEQSHINYVKEIENLKNELMAVRSKYSEDKANLQKQLEEAMNTQLELSEQLKFQNNSEDNVKKLQEEIEKIRPGFEEQILYLQKQLDATTDEKKETVTQLQNIIEANSQHYQKNINSLQEELLQLKAIHQEEVKELMCQIEASAKEHEAEINKLNELKENLVKQCEASEKNIQKKYECELE.... Result: 1 (interaction). (6) The miRNA is mmu-miR-9-5p with sequence UCUUUGGUUAUCUAGCUGUAUGA. The protein sequence of the target gene is MILLAFSSGRRLDFVHRSGVFFLQTLLWILCATVCGTEQYFNVEVWLQKYGYLPPTDPRMSVLRSAETMQSALAAMQQFYGINMTGKVDRNTIDWMKKPRCGVPDQTRGSSKFNIRRKRYALTGQKWQHKHITYSIKNVTPKVGDPETRRAIRRAFDVWQNVTPLTFEEVPYSELENGKRDVDITIIFASGFHGDSSPFDGEGGFLAHAYFPGPGIGGDTHFDSDEPWTLGNPNHDGNDLFLVAVHELGHALGLEHSNDPTAIMAPFYQYMETDNFKLPNDDLQGIQKIYGPPDKIPPPT.... Result: 1 (interaction). (7) The miRNA is hsa-miR-4315 with sequence CCGCUUUCUGAGCUGGAC. The protein sequence of the target gene is MWPFPSRSLFPPPTQAWLQTVSSDPEAQGWGAWNETKEILGPEGGEGKEEKEEEEDAEEDQDGDAGFLLSLLEQENLAECPLPDQELEAIKMKVCAMEQAEGTPRPPGVQQQAEEEEGTAAGQLLSPETVGCPLSGTPEEKVEADHRSVYVGNVDYGGSAEELEAHFSRCGEVHRVTILCDKFSGHPKGYAYIEFATKGSVQAAVELDQSLFRGRVIKVLPKRTNFPGISSTDRGGLRGHPGSRGAPFPHSGLQGRPRLRPQGQNRARGKFSPWFSPY. Result: 0 (no interaction).